This data is from Reaction yield outcomes from USPTO patents with 853,638 reactions. The task is: Predict the reaction yield, written as a fraction of the theoretical maximum amount of product (1.0 means a 100% yield; for example, 0.34 means a 34% yield). (1) The reactants are Br[C:2]1[CH:3]=[N:4][CH:5]=[CH:6][C:7]=1[C:8]([N:10]1[C:19]2[C:14](=[CH:15][CH:16]=[CH:17][CH:18]=2)[CH2:13][CH2:12][CH2:11]1)=[O:9].[Cl:20][C:21]1[CH:26]=[CH:25][C:24]([Cl:27])=[CH:23][C:22]=1[OH:28].C(=O)([O-])[O-].[K+].[K+]. The catalyst is CC(N(C)C)=O.[Cu]I. The product is [Cl:20][C:21]1[CH:26]=[CH:25][C:24]([Cl:27])=[CH:23][C:22]=1[O:28][C:2]1[CH:3]=[N:4][CH:5]=[CH:6][C:7]=1[C:8]([N:10]1[C:19]2[C:14](=[CH:15][CH:16]=[CH:17][CH:18]=2)[CH2:13][CH2:12][CH2:11]1)=[O:9]. The yield is 0.100. (2) The reactants are [Br:1][C:2]1[C:3](=[O:10])[N:4]([CH3:9])[C:5](Cl)=[N:6][CH:7]=1.[CH:11]1([CH2:14][NH2:15])[CH2:13][CH2:12]1.C([O-])(O)=O.[Na+]. The catalyst is CCCCO.CCOC(C)=O. The product is [Br:1][C:2]1[C:3](=[O:10])[N:4]([CH3:9])[C:5]([NH:15][CH2:14][CH:11]2[CH2:13][CH2:12]2)=[N:6][CH:7]=1. The yield is 0.980. (3) The reactants are [NH2:1][CH:2]1[CH2:5][CH:4]([C:6]([N:8]([O:10][CH3:11])[CH3:9])=[O:7])[CH2:3]1.C(=O)([O-])[O-].[Na+].[Na+].Cl[C:19]1[C:24]([N+:25]([O-:27])=[O:26])=[CH:23][CH:22]=[CH:21][N:20]=1. The catalyst is CN(C)C=O.O. The product is [CH3:11][O:10][N:8]([CH3:9])[C:6]([CH:4]1[CH2:5][CH:2]([NH:1][C:19]2[C:24]([N+:25]([O-:27])=[O:26])=[CH:23][CH:22]=[CH:21][N:20]=2)[CH2:3]1)=[O:7]. The yield is 0.800. (4) The reactants are [H-].[Na+].[I:3][C:4]1[CH:5]=[N:6][NH:7][CH:8]=1.[C:9]([O:13][C:14]([N:16]1[CH2:21][CH2:20][CH:19](OS(C)(=O)=O)[CH2:18][CH2:17]1)=[O:15])([CH3:12])([CH3:11])[CH3:10]. The catalyst is CN(C=O)C. The product is [I:3][C:4]1[CH:5]=[N:6][N:7]([CH:19]2[CH2:20][CH2:21][N:16]([C:14]([O:13][C:9]([CH3:12])([CH3:11])[CH3:10])=[O:15])[CH2:17][CH2:18]2)[CH:8]=1. The yield is 0.660. (5) The reactants are [OH:1][CH2:2][C:3]([CH3:9])([CH3:8])[C:4](OC)=[O:5].[CH2:10]([NH2:14])[CH2:11][CH2:12][CH3:13]. No catalyst specified. The product is [CH2:10]([NH:14][C:4](=[O:5])[C:3]([CH3:9])([CH3:8])[CH2:2][OH:1])[CH2:11][CH2:12][CH3:13]. The yield is 1.00. (6) The reactants are [F:1][C:2]1[C:3]([NH:16][C@@H:17]2[CH2:22][CH2:21][CH2:20][NH:19][CH2:18]2)=[N:4][C:5]([NH:8][C:9]2[C:10](=[O:15])[NH:11][CH:12]=[CH:13][CH:14]=2)=[N:6][CH:7]=1.Br[C:24]1[NH:28][CH:27]=[N:26][N:25]=1.C(OCC)C. The catalyst is CO. The product is [N:25]1[N:26]=[C:27]([N:19]2[CH2:20][CH2:21][CH2:22][C@@H:17]([NH:16][C:3]3[C:2]([F:1])=[CH:7][N:6]=[C:5]([NH:8][C:9]4[C:10](=[O:15])[NH:11][CH:12]=[CH:13][CH:14]=4)[N:4]=3)[CH2:18]2)[NH:28][CH:24]=1. The yield is 0.400. (7) The product is [CH3:27][O:28][C:13](=[O:29])[C:12]([C:2]1[CH:10]=[CH:9][C:5]([CH2:6][CH2:7][OH:8])=[CH:4][CH:3]=1)([CH3:15])[CH3:14]. The reactants are Br[C:2]1[CH:10]=[CH:9][C:5]([CH2:6][CH2:7][OH:8])=[CH:4][CH:3]=1.P([C:12]([CH3:15])([CH3:14])[CH3:13])([C:12]([CH3:15])([CH3:14])[CH3:13])[C:12]([CH3:15])([CH3:14])[CH3:13].CN([CH:27]=[O:28])C.[OH2:29]. The yield is 0.940. The catalyst is C1C=CC(/C=C/C(/C=C/C2C=CC=CC=2)=O)=CC=1.C1C=CC(/C=C/C(/C=C/C2C=CC=CC=2)=O)=CC=1.C1C=CC(/C=C/C(/C=C/C2C=CC=CC=2)=O)=CC=1.[Pd].[Pd].[F-].[F-].[Zn+2].C(OC(=O)C)C.